From a dataset of Catalyst prediction with 721,799 reactions and 888 catalyst types from USPTO. Predict which catalyst facilitates the given reaction. (1) Reactant: CN(C)C=O.C(=O)([O-])[O-].[K+].[K+].I[C:13]1[C:18]([O:19][C:20]2[C:29]3[C:24](=[CH:25][C:26]([O:32][CH3:33])=[C:27]([O:30][CH3:31])[CH:28]=3)[N:23]=[CH:22][CH:21]=2)=[CH:17][CH:16]=[C:15]([CH3:34])[N:14]=1.[F:35][C:36]1[CH:37]=[C:38](B(O)O)[CH:39]=[C:40]([F:42])[CH:41]=1. Product: [F:35][C:36]1[CH:37]=[C:38]([C:13]2[C:18]([O:19][C:20]3[C:29]4[C:24](=[CH:25][C:26]([O:32][CH3:33])=[C:27]([O:30][CH3:31])[CH:28]=4)[N:23]=[CH:22][CH:21]=3)=[CH:17][CH:16]=[C:15]([CH3:34])[N:14]=2)[CH:39]=[C:40]([F:42])[CH:41]=1. The catalyst class is: 6. (2) Reactant: Cl[C:2]1[C:7]2=[C:8]([CH3:21])[N:9]([C:12]3[CH:17]=[CH:16][C:15]([O:18][CH2:19][CH3:20])=[CH:14][CH:13]=3)[C:10]([CH3:11])=[C:6]2[C:5]([CH3:22])=[N:4][N:3]=1.[CH3:23][NH2:24].CCO. Product: [CH2:19]([O:18][C:15]1[CH:16]=[CH:17][C:12]([N:9]2[C:10]([CH3:11])=[C:6]3[C:7]([C:2]([NH:24][CH3:23])=[N:3][N:4]=[C:5]3[CH3:22])=[C:8]2[CH3:21])=[CH:13][CH:14]=1)[CH3:20]. The catalyst class is: 6. (3) Reactant: [CH3:1][O:2][CH2:3][C:4]([N:6]1[CH2:12][CH2:11][C:10]2[N:13]=[C:14]([C:16]3[S:17][C:18]4[C:24]([N:25]5[CH2:30][CH2:29][O:28][CH2:27][CH2:26]5)=[CH:23][CH:22]=[C:21]([O:31][CH3:32])[C:19]=4[N:20]=3)[NH:15][C:9]=2[CH2:8][CH2:7]1)=O.[H-].[Al+3].[Li+].[H-].[H-].[H-].C(OC(=O)C)C.O. Product: [CH3:1][O:2][CH2:3][CH2:4][N:6]1[CH2:7][CH2:8][C:9]2[N:15]=[C:14]([C:16]3[S:17][C:18]4[C:24]([N:25]5[CH2:30][CH2:29][O:28][CH2:27][CH2:26]5)=[CH:23][CH:22]=[C:21]([O:31][CH3:32])[C:19]=4[N:20]=3)[NH:13][C:10]=2[CH2:11][CH2:12]1. The catalyst class is: 7.